From a dataset of Full USPTO retrosynthesis dataset with 1.9M reactions from patents (1976-2016). Predict the reactants needed to synthesize the given product. (1) Given the product [CH:1]1([CH2:4][N:5]([C:10]2[CH:15]=[CH:14][C:13]([C:16]#[N:17])=[C:12]([C:18]#[N:19])[CH:11]=2)[CH2:6][C:7]([NH:22][CH2:20][CH3:21])=[O:9])[CH2:2][CH2:3]1, predict the reactants needed to synthesize it. The reactants are: [CH:1]1([CH2:4][N:5]([C:10]2[CH:15]=[CH:14][C:13]([C:16]#[N:17])=[C:12]([C:18]#[N:19])[CH:11]=2)[CH2:6][C:7]([OH:9])=O)[CH2:3][CH2:2]1.[CH2:20]([NH2:22])[CH3:21]. (2) Given the product [CH:1]([C@@H:4]1[C:9]([O:10][CH3:11])=[N:8][C@@H:7]([C@@H:12]([O:13][CH3:26])[C:14]2[CH:19]=[CH:18][C:17]([C:20]([F:22])([F:21])[F:23])=[CH:16][CH:15]=2)[C:6]([O:24][CH3:25])=[N:5]1)([CH3:3])[CH3:2], predict the reactants needed to synthesize it. The reactants are: [CH:1]([C@@H:4]1[C:9]([O:10][CH3:11])=[N:8][C@@H:7]([C@H:12]([C:14]2[CH:19]=[CH:18][C:17]([C:20]([F:23])([F:22])[F:21])=[CH:16][CH:15]=2)[OH:13])[C:6]([O:24][CH3:25])=[N:5]1)([CH3:3])[CH3:2].[CH2:26]1COCC1.CI.[H-].[Na+]. (3) Given the product [CH:19]1([NH:22][C:23]([C:25]2[S:38][C:28]3=[N:29][C:30]([O:8][CH2:1][C:2]4[CH:7]=[CH:6][CH:5]=[CH:4][CH:3]=4)=[C:31]([Cl:34])[C:32]([CH3:33])=[C:27]3[C:26]=2[NH2:39])=[O:24])[CH2:21][CH2:20]1, predict the reactants needed to synthesize it. The reactants are: [CH2:1]([OH:8])[C:2]1[CH:7]=[CH:6][CH:5]=[CH:4][CH:3]=1.C[Si]([N-][Si](C)(C)C)(C)C.[Li+].[CH:19]1([NH:22][C:23]([C:25]2[S:38][C:28]3=[N:29][C:30](S(C)=O)=[C:31]([Cl:34])[C:32]([CH3:33])=[C:27]3[C:26]=2[NH2:39])=[O:24])[CH2:21][CH2:20]1. (4) The reactants are: [CH2:1]([NH:8][C:9](=[O:20])[NH:10][CH2:11][C:12]1([C:15]([O:17]CC)=[O:16])[CH2:14][CH2:13]1)[C:2]1[CH:7]=[CH:6][CH:5]=[CH:4][CH:3]=1.O.[OH-].[Li+]. Given the product [CH2:1]([NH:8][C:9](=[O:20])[NH:10][CH2:11][C:12]1([C:15]([OH:17])=[O:16])[CH2:14][CH2:13]1)[C:2]1[CH:3]=[CH:4][CH:5]=[CH:6][CH:7]=1, predict the reactants needed to synthesize it. (5) Given the product [Si:11]([O:10][C@H:9]1[C@@:5]2([CH3:25])[N:6]([C:18](=[O:19])[N:45]([C:42]3[CH:41]=[CH:40][C:37]([C:38]#[N:39])=[C:36]([Cl:35])[C:43]=3[CH3:44])[C:3]2=[O:4])[CH2:7][CH2:8]1)([C:14]([CH3:15])([CH3:17])[CH3:16])([CH3:13])[CH3:12], predict the reactants needed to synthesize it. The reactants are: CO[C:3]([C@@:5]1([CH3:25])[C@H:9]([O:10][Si:11]([C:14]([CH3:17])([CH3:16])[CH3:15])([CH3:13])[CH3:12])[CH2:8][CH2:7][N:6]1[C:18](OC(C)(C)C)=[O:19])=[O:4].CCN(C(C)C)C(C)C.[Cl:35][C:36]1[C:43]([CH3:44])=[C:42]([N:45]=C=O)[CH:41]=[CH:40][C:37]=1[C:38]#[N:39].C1CCN2C(=NCCC2)CC1.